Dataset: Forward reaction prediction with 1.9M reactions from USPTO patents (1976-2016). Task: Predict the product of the given reaction. Given the reactants [CH:1]1[CH:2]=[C:3]([CH2:6][NH:7][C:8]2[C:13]([C:14]([OH:16])=[O:15])=[CH:12][C:11]([S:17]([NH2:20])(=[O:19])=[O:18])=[C:10]([Cl:21])[CH:9]=2)[O:4][CH:5]=1.C([O-])([O-])=O.[K+].[K+].Br[CH2:29][C:30]([O:32][CH2:33][CH3:34])=[O:31], predict the reaction product. The product is: [Cl:21][C:10]1[CH:9]=[C:8]([NH:7][CH2:6][C:3]2[O:4][CH:5]=[CH:1][CH:2]=2)[C:13]([C:14]([O:16][CH2:29][C:30]([O:32][CH2:33][CH3:34])=[O:31])=[O:15])=[CH:12][C:11]=1[S:17](=[O:19])(=[O:18])[NH2:20].